From a dataset of Catalyst prediction with 721,799 reactions and 888 catalyst types from USPTO. Predict which catalyst facilitates the given reaction. (1) Reactant: [Cl:1][C:2]1[CH:7]=[CH:6][CH:5]=[C:4]([Cl:8])[C:3]=1[NH:9][C:10]1[CH:15]=[CH:14][CH:13]=[CH:12][C:11]=1[CH2:16][C:17]([O:19][C:20]1[CH:25]=[C:24]([O:26]CC2C=CC=CC=2)[CH:23]=[C:22]([O:34]CC2C=CC=CC=2)[CH:21]=1)=[O:18].[H][H]. Product: [Cl:1][C:2]1[CH:7]=[CH:6][CH:5]=[C:4]([Cl:8])[C:3]=1[NH:9][C:10]1[CH:15]=[CH:14][CH:13]=[CH:12][C:11]=1[CH2:16][C:17]([O:19][C:20]1[CH:21]=[C:22]([OH:34])[CH:23]=[C:24]([OH:26])[CH:25]=1)=[O:18]. The catalyst class is: 99. (2) Reactant: [Cl:1][C:2]1[CH:7]=[CH:6][C:5]([I:8])=[CH:4][C:3]=1[OH:9].O[CH:11]1[CH2:16][CH2:15][N:14]([C:17]([O:19][C:20]([CH3:23])([CH3:22])[CH3:21])=[O:18])[CH2:13][CH2:12]1.C1(P(C2C=CC=CC=2)C2C=CC=CC=2)C=CC=CC=1.N(C(OCC)=O)=NC(OCC)=O. Product: [C:20]([O:19][C:17]([N:14]1[CH2:15][CH2:16][CH:11]([O:9][C:3]2[CH:4]=[C:5]([I:8])[CH:6]=[CH:7][C:2]=2[Cl:1])[CH2:12][CH2:13]1)=[O:18])([CH3:23])([CH3:21])[CH3:22]. The catalyst class is: 1.